This data is from Retrosynthesis with 50K atom-mapped reactions and 10 reaction types from USPTO. The task is: Predict the reactants needed to synthesize the given product. Given the product COC(=O)COc1c(C(=O)O)sc(-c2cccc(NC3CCN(S(=O)(=O)Cc4ccccc4Cl)CC3)c2)c1Br, predict the reactants needed to synthesize it. The reactants are: CN(C)C=O.O=C(O)COc1c(C(=O)O)sc(-c2cccc(NC3CCN(S(=O)(=O)Cc4ccccc4Cl)CC3)c2)c1Br.